Predict the product of the given reaction. From a dataset of Forward reaction prediction with 1.9M reactions from USPTO patents (1976-2016). (1) Given the reactants [F:1][C:2]1[CH:7]=[C:6]([O:8][C:9]2[CH:10]=[N:11][C:12]([NH:15][S:16]([C:19]3[CH:24]=[CH:23][C:22]([CH3:25])=[CH:21][CH:20]=3)(=[O:18])=[O:17])=[CH:13][CH:14]=2)[CH:5]=[CH:4][C:3]=1[NH:26][C:27](=[O:36])[O:28][CH2:29][C:30]1[CH:35]=[CH:34][CH:33]=[CH:32][CH:31]=1.C(N(CC)C(C)C)(C)C.I[CH2:47][C:48]([NH2:50])=[O:49].O, predict the reaction product. The product is: [NH2:50][C:48](=[O:49])[CH2:47][N:11]1[CH:10]=[C:9]([O:8][C:6]2[CH:5]=[CH:4][C:3]([NH:26][C:27](=[O:36])[O:28][CH2:29][C:30]3[CH:31]=[CH:32][CH:33]=[CH:34][CH:35]=3)=[C:2]([F:1])[CH:7]=2)[CH:14]=[CH:13]/[C:12]/1=[N:15]/[S:16]([C:19]1[CH:24]=[CH:23][C:22]([CH3:25])=[CH:21][CH:20]=1)(=[O:17])=[O:18]. (2) Given the reactants [CH3:1][C:2]1[N:3]=[CH:4][O:5][C:6]=1[C:7]1[CH:15]=[CH:14][C:10]([C:11](Cl)=[O:12])=[CH:9][CH:8]=1.[CH:16]1([NH:19][CH:20]2[CH2:25][CH2:24][N:23]([C:26]3[O:30][N:29]=[C:28]([CH:31]([CH3:33])[CH3:32])[N:27]=3)[CH2:22][CH2:21]2)[CH2:18][CH2:17]1.C(N(C(C)C)C(C)C)C, predict the reaction product. The product is: [CH:16]1([N:19]([CH:20]2[CH2:25][CH2:24][N:23]([C:26]3[O:30][N:29]=[C:28]([CH:31]([CH3:33])[CH3:32])[N:27]=3)[CH2:22][CH2:21]2)[C:11](=[O:12])[C:10]2[CH:14]=[CH:15][C:7]([C:6]3[O:5][CH:4]=[N:3][C:2]=3[CH3:1])=[CH:8][CH:9]=2)[CH2:17][CH2:18]1. (3) Given the reactants [CH3:1][N:2]([CH3:31])[C:3]1[N:12]=[C:11]([NH:13][CH2:14][C:15]2[CH:20]=[CH:19][C:18]([NH:21][C:22]([CH:24]3[CH2:29][CH2:28][NH:27][CH2:26][CH2:25]3)=[O:23])=[CH:17][CH:16]=2)[C:10]2[C:5](=[CH:6][C:7]([CH3:30])=[CH:8][CH:9]=2)[N:4]=1.[NH:32]1[CH:36]=[CH:35][N:34]=[C:33]1[CH:37]=O, predict the reaction product. The product is: [CH3:1][N:2]([CH3:31])[C:3]1[N:12]=[C:11]([NH:13][CH2:14][C:15]2[CH:16]=[CH:17][C:18]([NH:21][C:22]([CH:24]3[CH2:29][CH2:28][N:27]([CH2:37][C:33]4[NH:32][CH:36]=[CH:35][N:34]=4)[CH2:26][CH2:25]3)=[O:23])=[CH:19][CH:20]=2)[C:10]2[C:5](=[CH:6][C:7]([CH3:30])=[CH:8][CH:9]=2)[N:4]=1. (4) Given the reactants [CH3:1][O:2][C:3]([C:5]1[CH:10]=[CH:9][N:8]=[CH:7][C:6]=1Cl)=[O:4].C(=O)([O-])[O-].[Cs+].[Cs+].[F:18][C:19]([F:30])([C:23]1[CH:28]=[CH:27][C:26]([F:29])=[CH:25][CH:24]=1)[CH2:20][CH2:21][SH:22], predict the reaction product. The product is: [CH3:1][O:2][C:3]([C:5]1[CH:10]=[CH:9][N:8]=[CH:7][C:6]=1[S:22][CH2:21][CH2:20][C:19]([F:30])([F:18])[C:23]1[CH:28]=[CH:27][C:26]([F:29])=[CH:25][CH:24]=1)=[O:4]. (5) Given the reactants [C:1]1(=[O:10])[C:9]2[C:4](=[CH:5][CH:6]=[CH:7][CH:8]=2)[CH2:3][NH:2]1.Cl[CH2:12][C:13]1[CH:18]=[CH:17][CH:16]=[C:15]([O:19][CH3:20])[CH:14]=1.C([O-])([O-])=O.[Cs+].[Cs+].C1OCCOCCOCCOCCOCCOC1, predict the reaction product. The product is: [CH3:20][O:19][C:15]1[CH:14]=[C:13]([CH:18]=[CH:17][CH:16]=1)[CH2:12][N:2]1[CH2:3][C:4]2[C:9](=[CH:8][CH:7]=[CH:6][CH:5]=2)[C:1]1=[O:10]. (6) Given the reactants Br.[Br:2][C:3]1[CH:4]=[C:5]([CH:22]=[C:23]([CH2:25]P(C2C=CC=CC=2)(C2C=CC=CC=2)C2C=CC=CC=2)[CH:24]=1)[CH2:6][O:7][C:8]1[CH:13]=[CH:12][CH:11]=[CH:10][C:9]=1[CH2:14][C:15]([O:17][C:18]([CH3:21])([CH3:20])[CH3:19])=[O:16].[CH:45]([CH:47]1[CH2:51][CH2:50][CH2:49][N:48]1[C:52]([O:54][C:55]([CH3:58])([CH3:57])[CH3:56])=[O:53])=O, predict the reaction product. The product is: [Br:2][C:3]1[CH:24]=[C:23]([CH:22]=[C:5]([CH2:6][O:7][C:8]2[CH:13]=[CH:12][CH:11]=[CH:10][C:9]=2[CH2:14][C:15]([O:17][C:18]([CH3:21])([CH3:20])[CH3:19])=[O:16])[CH:4]=1)[CH:25]=[CH:45][CH:47]1[CH2:51][CH2:50][CH2:49][N:48]1[C:52]([O:54][C:55]([CH3:58])([CH3:57])[CH3:56])=[O:53]. (7) Given the reactants [Cl:1][C:2]1[C:11]2[C:6](=[CH:7][C:8]([C:13]3[CH:18]=[CH:17][C:16]([O:19]C)=[C:15]([F:21])[CH:14]=3)=[CH:9][C:10]=2[F:12])[CH:5]=[CH:4][C:3]=1[OH:22].B(Br)(Br)Br, predict the reaction product. The product is: [Cl:1][C:2]1[C:11]2[C:6](=[CH:7][C:8]([C:13]3[CH:18]=[CH:17][C:16]([OH:19])=[C:15]([F:21])[CH:14]=3)=[CH:9][C:10]=2[F:12])[CH:5]=[CH:4][C:3]=1[OH:22]. (8) Given the reactants [Br:1][C-:2]1[CH:6]=[CH:5][CH:4]=[CH:3]1.[C-:7]1(Br)[CH:11]=[CH:10][CH:9]=[CH:8]1.[Fe+2:13].C(=O)=O.CC(C)=O.C([Li])CCC.Cl[Si:27]([CH3:30])([CH3:29])[CH3:28], predict the reaction product. The product is: [Br:1][C-:2]1[CH:6]=[CH:5][CH:4]=[CH:3]1.[CH3:28][Si:27]([CH3:30])([CH3:29])[C-:7]1[CH:11]=[CH:10][CH:9]=[CH:8]1.[Fe+2:13]. (9) The product is: [NH2:11][C:10]([C:8]1[O:9][C:5]2[CH:4]=[CH:3][C:2]([Br:1])=[CH:27][C:6]=2[C:7]=1[NH:13][C:14]([C@@H:16]1[CH2:19][CH2:37][CH2:36][N:35]1[C:33]([O:32][C:28]([CH3:31])([CH3:30])[CH3:29])=[O:34])=[O:15])=[O:12]. Given the reactants [Br:1][C:2]1[CH:3]=[CH:4][C:5]2[O:9][C:8]([C:10](=[O:12])[NH2:11])=[C:7]([NH:13][C:14]([CH:16]3[CH2:19]N(C(OC(C)(C)C)=O)C3)=[O:15])[C:6]=2[CH:27]=1.[C:28]([O:32][C:33]([N:35]1CCC[C@H:36]1[C:37](O)=O)=[O:34])([CH3:31])([CH3:30])[CH3:29].C(N1CC(C(O)=O)C1)(OC(C)(C)C)=O, predict the reaction product. (10) Given the reactants [Cl:1][C:2]1[C:3]([C:9]2[CH:14]=[CH:13][C:12]([F:15])=[CH:11][CH:10]=2)=[N:4][NH:5][C:6]=1[S:7][CH3:8].C([O-])([O-])=O.[K+].[K+].Cl[CH2:23][C:24]([N:26]1[CH2:31][CH2:30][N:29]([C:32]2[CH:37]=[CH:36][C:35]([F:38])=[CH:34][CH:33]=2)[CH2:28][CH2:27]1)=[O:25].CN(C=O)C, predict the reaction product. The product is: [Cl:1][C:2]1[C:3]([C:9]2[CH:14]=[CH:13][C:12]([F:15])=[CH:11][CH:10]=2)=[N:4][N:5]([CH2:23][C:24]([N:26]2[CH2:27][CH2:28][N:29]([C:32]3[CH:37]=[CH:36][C:35]([F:38])=[CH:34][CH:33]=3)[CH2:30][CH2:31]2)=[O:25])[C:6]=1[S:7][CH3:8].